From a dataset of Forward reaction prediction with 1.9M reactions from USPTO patents (1976-2016). Predict the product of the given reaction. (1) Given the reactants Cl.C(OC([N:9]1[CH2:14][CH2:13][N:12](C(OCC2C=CC=CC=2)=O)[CH2:11][C@H:10]1[CH2:25][N:26]([CH2:43][C:44]1[CH:49]=[CH:48][CH:47]=[CH:46][C:45]=1[O:50][CH3:51])[CH2:27][C:28](=O)[CH:29]([C:36]1[CH:41]=[CH:40][CH:39]=[CH:38][CH:37]=1)[C:30]1[CH:35]=[CH:34][CH:33]=[CH:32][CH:31]=1)=O)(C)(C)C.[C:52]([O:55][CH2:56][CH3:57])(=[O:54])C, predict the reaction product. The product is: [CH2:56]([O:55][C:52]([N:12]1[CH2:13][CH2:14][N:9]2[C@H:28]([CH:29]([C:30]3[CH:31]=[CH:32][CH:33]=[CH:34][CH:35]=3)[C:36]3[CH:37]=[CH:38][CH:39]=[CH:40][CH:41]=3)[CH2:27][N:26]([CH2:43][C:44]3[CH:49]=[CH:48][CH:47]=[CH:46][C:45]=3[O:50][CH3:51])[CH2:25][C@@H:10]2[CH2:11]1)=[O:54])[C:57]1[CH:31]=[CH:30][CH:29]=[CH:28][CH:27]=1. (2) Given the reactants [CH3:1][O:2][C:3](=[O:20])[C:4]1[CH:9]=[C:8]([O:10][CH3:11])[C:7]([O:12][CH3:13])=[C:6]([CH2:14][CH2:15][CH:16]=[CH:17][CH2:18][CH3:19])[CH:5]=1, predict the reaction product. The product is: [CH3:1][O:2][C:3](=[O:20])[C:4]1[CH:9]=[C:8]([O:10][CH3:11])[C:7]([O:12][CH3:13])=[C:6]([CH2:14][CH2:15][CH2:16][CH2:17][CH2:18][CH3:19])[CH:5]=1. (3) Given the reactants [CH3:1][C:2]1[CH:3]=[CH:4][C:5]([NH:21][C:22]([C:24]2[CH:25]=[CH:26][C:27]([CH2:30][N:31]3[CH2:36][CH2:35][N:34]([CH3:37])[CH2:33][CH2:32]3)=[CH:28][CH:29]=2)=[O:23])=[CH:6][C:7]=1[NH:8][C:9]1[N:10]=[CH:11][CH:12]=[C:13]([C:15]2[CH:16]=[CH:17][CH:18]=[N:19][CH:20]=2)[N:14]=1.[I:38][CH2:39][O:40][C:41](=[O:51])[NH:42][C@@H:43]([C:45]1[CH:50]=[CH:49][CH:48]=[CH:47][CH:46]=1)[CH3:44], predict the reaction product. The product is: [I-:38].[CH3:37][N+:34]1([CH2:39][O:40][C:41](=[O:51])[NH:42][C@@H:43]([C:45]2[CH:50]=[CH:49][CH:48]=[CH:47][CH:46]=2)[CH3:44])[CH2:33][CH2:32][N:31]([CH2:30][C:27]2[CH:28]=[CH:29][C:24]([C:22](=[O:23])[NH:21][C:5]3[CH:4]=[CH:3][C:2]([CH3:1])=[C:7]([NH:8][C:9]4[N:14]=[C:13]([C:15]5[CH:20]=[N:19][CH:18]=[CH:17][CH:16]=5)[CH:12]=[CH:11][N:10]=4)[CH:6]=3)=[CH:25][CH:26]=2)[CH2:36][CH2:35]1. (4) Given the reactants [F:1][C:2]([F:37])([F:36])[C:3]1[CH:4]=[C:5]([CH:29]=[C:30]([C:32]([F:35])([F:34])[F:33])[CH:31]=1)[CH2:6][O:7][CH2:8][C@:9]([C:23]1[CH:28]=[CH:27][CH:26]=[CH:25][CH:24]=1)([O:15][Si:16]([CH2:21][CH3:22])([CH2:19][CH3:20])[CH2:17][CH3:18])[CH:10]=[CH:11][N+:12]([O-])=O, predict the reaction product. The product is: [F:36][C:2]([F:1])([F:37])[C:3]1[CH:4]=[C:5]([CH:29]=[C:30]([C:32]([F:35])([F:34])[F:33])[CH:31]=1)[CH2:6][O:7][CH2:8][C@:9]([C:23]1[CH:28]=[CH:27][CH:26]=[CH:25][CH:24]=1)([O:15][Si:16]([CH2:19][CH3:20])([CH2:21][CH3:22])[CH2:17][CH3:18])[CH2:10][CH2:11][NH2:12]. (5) Given the reactants [CH2:1]([O:8][C:9]1[CH:14]=[CH:13][C:12]([N+:15]([O-:17])=[O:16])=[C:11](F)[CH:10]=1)[C:2]1[CH:7]=[CH:6][CH:5]=[CH:4][CH:3]=1.[SH:19][C:20]1[CH:25]=[CH:24][C:23]([OH:26])=[CH:22][CH:21]=1.C(=O)([O-])[O-].[Cs+].[Cs+].O, predict the reaction product. The product is: [CH2:1]([O:8][C:9]1[CH:14]=[CH:13][C:12]([N+:15]([O-:17])=[O:16])=[C:11]([S:19][C:20]2[CH:25]=[CH:24][C:23]([OH:26])=[CH:22][CH:21]=2)[CH:10]=1)[C:2]1[CH:7]=[CH:6][CH:5]=[CH:4][CH:3]=1. (6) The product is: [CH2:30]([NH:8][CH2:9][CH2:10][CH2:11][S:12][C:13]1[N:17]([CH2:18][C:19]([OH:21])=[O:20])[C:16]2[CH:26]=[CH:27][CH:28]=[CH:29][C:15]=2[N:14]=1)[CH2:31][C:32]1[CH:33]=[CH:34][CH:35]=[CH:36][CH:37]=1. Given the reactants C(OC([N:8]([CH2:30][CH2:31][C:32]1[CH:37]=[CH:36][CH:35]=[CH:34][CH:33]=1)[CH2:9][CH2:10][CH2:11][S:12][C:13]1[N:17]([CH2:18][C:19]([O:21]C(C)(C)C)=[O:20])[C:16]2[CH:26]=[CH:27][CH:28]=[CH:29][C:15]=2[N:14]=1)=O)(C)(C)C, predict the reaction product. (7) Given the reactants [Br:1][C:2]1[C:3]([CH2:9][O:10][C:11]2[CH:16]=[CH:15][C:14]([Cl:17])=[C:13]([Cl:18])[CH:12]=2)=[CH:4][C:5](Cl)=[N:6][CH:7]=1.O.O.[NH2:21][NH2:22], predict the reaction product. The product is: [Br:1][C:2]1[C:3]([CH2:9][O:10][C:11]2[CH:16]=[CH:15][C:14]([Cl:17])=[C:13]([Cl:18])[CH:12]=2)=[CH:4][C:5]([NH:21][NH2:22])=[N:6][CH:7]=1. (8) Given the reactants F[C:2]1[CH:7]=[C:6]([CH:8]([CH2:17][C:18](=[O:23])[C:19]([CH3:22])([CH3:21])[CH3:20])[C:9]([C:11]2[CH:16]=[CH:15][CH:14]=[CH:13][CH:12]=2)=O)[CH:5]=[CH:4][N:3]=1.CC[O:26]C(C)=O, predict the reaction product. The product is: [C:19]([C:18]1[O:23][C:9]([C:11]2[CH:16]=[CH:15][CH:14]=[CH:13][CH:12]=2)=[C:8]([C:6]2[CH:5]=[CH:4][NH:3][C:2](=[O:26])[CH:7]=2)[CH:17]=1)([CH3:22])([CH3:20])[CH3:21].